This data is from Drug-target binding data from BindingDB using Ki measurements. The task is: Regression. Given a target protein amino acid sequence and a drug SMILES string, predict the binding affinity score between them. We predict pKi (pKi = -log10(Ki in M); higher means stronger inhibition). Dataset: bindingdb_ki. (1) The pKi is 8.6. The target is MLLARMKPQVQPELGGADQ. The compound is CNCCCN1c2ccccc2CCc2ccccc21. (2) The small molecule is O=C(CCCN1CCC(O)(c2ccc(Cl)cc2)CC1)c1ccc(F)cc1. The target protein (Q60493) has sequence MIYKCPMCREFFSERADLFMHQKVHTAEKPHKCDKCDKGFFHISELHIHWRDHTGEKVYKCDDCGKDFSTTTKLNRHKKIHTVEKPYKCYECGKAFNWSPHLQIHMRVHTGEKPYVCSECGRGFSNSSNLCMHQRVHTGEKPFKCEECGKAFRHTSSLCMHQRVHTGEKPYKCYECGKAFSQSSSLCIHQRVHTGEKPYRCCGCGKAFSQSSSLCIHQRVHTGEKPFKCDECGKAFSQSTSLCIHQRVHTKERNHLKISVI. The pKi is 8.2.